From a dataset of Full USPTO retrosynthesis dataset with 1.9M reactions from patents (1976-2016). Predict the reactants needed to synthesize the given product. (1) Given the product [OH:3][N:2]=[C:28]([C:27]1[CH:30]=[CH:31][CH:32]=[C:25]([C:24]2[C:17]3[C:16]([N:10]4[CH2:11][CH2:12][O:13][CH2:14][CH2:15]4)=[N:21][CH:20]=[N:19][C:18]=3[N:22]([CH2:33][O:34][CH2:35][CH2:36][Si:37]([CH3:40])([CH3:39])[CH3:38])[CH:23]=2)[CH:26]=1)[NH2:29], predict the reactants needed to synthesize it. The reactants are: Cl.[NH2:2][OH:3].C(=O)([O-])[O-].[Na+].[Na+].[N:10]1([C:16]2[C:17]3[C:24]([C:25]4[CH:26]=[C:27]([CH:30]=[CH:31][CH:32]=4)[C:28]#[N:29])=[CH:23][N:22]([CH2:33][O:34][CH2:35][CH2:36][Si:37]([CH3:40])([CH3:39])[CH3:38])[C:18]=3[N:19]=[CH:20][N:21]=2)[CH2:15][CH2:14][O:13][CH2:12][CH2:11]1. (2) The reactants are: [Cl:1][C:2]1[CH:7]=[CH:6][C:5]([O:8][C:9]2[CH:14]=[CH:13][C:12]([CH2:15][CH2:16][OH:17])=[CH:11][C:10]=2[F:18])=[CH:4][C:3]=1[C:19]([F:22])([F:21])[F:20].[N:23]#[C:24][NH2:25].[F:26][C:27]([F:33])([F:32])[S:28]([OH:31])(=[O:30])=[O:29]. Given the product [OH:31][S:28]([C:27]([F:33])([F:32])[F:26])(=[O:30])=[O:29].[C:24](=[NH:23])([O:17][CH2:16][CH2:15][C:12]1[CH:13]=[CH:14][C:9]([O:8][C:5]2[CH:6]=[CH:7][C:2]([Cl:1])=[C:3]([C:19]([F:22])([F:20])[F:21])[CH:4]=2)=[C:10]([F:18])[CH:11]=1)[NH2:25], predict the reactants needed to synthesize it. (3) Given the product [NH2:15][C:5]1[CH:4]=[C:3]([C:1]#[N:2])[CH:14]=[CH:13][C:6]=1[O:7][CH2:8][C:9]([O:11][CH3:12])=[O:10], predict the reactants needed to synthesize it. The reactants are: [C:1]([C:3]1[CH:14]=[CH:13][C:6]([O:7][CH2:8][C:9]([O:11][CH3:12])=[O:10])=[C:5]([N+:15]([O-])=O)[CH:4]=1)#[N:2]. (4) Given the product [ClH:40].[CH2:32]([O:31][C:22]1[CH:21]=[C:20]2[C:25](=[C:24]3[CH2:26][C:27]([CH3:29])([CH3:30])[O:28][C:23]=13)[C:16]([C:12]1[CH:11]=[C:10]([CH:15]=[CH:14][CH:13]=1)[C:9]([NH:8][C:7]([CH3:37])([C:6]([OH:39])=[O:5])[CH3:38])=[O:36])=[N:17][C:18]([CH3:34])([CH3:35])[CH2:19]2)[CH3:33], predict the reactants needed to synthesize it. The reactants are: [OH-].[Na+].C([O:5][C:6](=[O:39])[C:7]([CH3:38])([CH3:37])[NH:8][C:9](=[O:36])[C:10]1[CH:15]=[CH:14][CH:13]=[C:12]([C:16]2[C:25]3[C:20](=[CH:21][C:22]([O:31][CH2:32][CH3:33])=[C:23]4[O:28][C:27]([CH3:30])([CH3:29])[CH2:26][C:24]4=3)[CH2:19][C:18]([CH3:35])([CH3:34])[N:17]=2)[CH:11]=1)C.[ClH:40]. (5) Given the product [CH2:1]([N:3]([CH2:37][CH3:38])[CH2:4][CH2:5][CH2:6][NH:7][C:8]1[N:9]=[C:10]([C:27]2[CH:28]=[C:29]([CH:33]=[CH:34][C:35]=2[CH3:36])[C:30]([NH:77][CH2:76][CH2:75][C:73]2[N:72]=[CH:71][NH:70][CH:74]=2)=[O:32])[C:11]2[CH:17]=[CH:16][C:15](=[O:18])[N:14]([C:19]3[C:20]([F:26])=[CH:21][CH:22]=[CH:23][C:24]=3[F:25])[C:12]=2[N:13]=1)[CH3:2], predict the reactants needed to synthesize it. The reactants are: [CH2:1]([N:3]([CH2:37][CH3:38])[CH2:4][CH2:5][CH2:6][NH:7][C:8]1[N:9]=[C:10]([C:27]2[CH:28]=[C:29]([CH:33]=[CH:34][C:35]=2[CH3:36])[C:30]([OH:32])=O)[C:11]2[CH:17]=[CH:16][C:15](=[O:18])[N:14]([C:19]3[C:24]([F:25])=[CH:23][CH:22]=[CH:21][C:20]=3[F:26])[C:12]=2[N:13]=1)[CH3:2].CN(C(ON1N=NC2C=CC=CC1=2)=[N+](C)C)C.F[P-](F)(F)(F)(F)F.C(N(CC)CC)C.[NH:70]1[CH:74]=[C:73]([CH2:75][CH2:76][NH2:77])[N:72]=[CH:71]1. (6) Given the product [O:17]([C:24]1[CH:25]=[CH:26][C:27]([CH2:28][NH:29][C:4]2[C:5](=[O:16])[C:6](=[O:15])[C:7]=2[NH:8][C:9]2[CH:10]=[CH:11][N:12]=[CH:13][CH:14]=2)=[CH:30][CH:31]=1)[C:18]1[CH:19]=[CH:20][CH:21]=[CH:22][CH:23]=1, predict the reactants needed to synthesize it. The reactants are: C(O[C:4]1[C:5](=[O:16])[C:6](=[O:15])[C:7]=1[NH:8][C:9]1[CH:14]=[CH:13][N:12]=[CH:11][CH:10]=1)C.[O:17]([C:24]1[CH:31]=[CH:30][C:27]([CH2:28][NH2:29])=[CH:26][CH:25]=1)[C:18]1[CH:23]=[CH:22][CH:21]=[CH:20][CH:19]=1. (7) Given the product [C:27]([C:29]1[CH:30]=[C:31]([S:35]([NH:26][CH2:25][C:19]2([C:16]3[S:17][CH:18]=[C:14]([C:8]4[CH:9]=[CH:10][CH:11]=[CH:12][CH:13]=4)[N:15]=3)[CH2:20][CH2:21][O:22][CH2:23][CH2:24]2)(=[O:37])=[O:36])[CH:32]=[CH:33][CH:34]=1)#[N:28], predict the reactants needed to synthesize it. The reactants are: CCN(CC)CC.[C:8]1([C:14]2[N:15]=[C:16]([C:19]3([CH2:25][NH2:26])[CH2:24][CH2:23][O:22][CH2:21][CH2:20]3)[S:17][CH:18]=2)[CH:13]=[CH:12][CH:11]=[CH:10][CH:9]=1.[C:27]([C:29]1[CH:30]=[C:31]([S:35](Cl)(=[O:37])=[O:36])[CH:32]=[CH:33][CH:34]=1)#[N:28]. (8) Given the product [OH:8][C:5]1[CH:6]=[CH:7][C:2]([NH:1][C:29]([C:26]2[CH:25]=[CH:24][C:23]([C:20]3[CH:21]=[CH:22][C:17]([CH2:9][CH2:10][CH2:11][CH2:12][CH2:13][CH2:14][CH2:15][CH3:16])=[CH:18][CH:19]=3)=[CH:28][CH:27]=2)=[O:30])=[CH:3][CH:4]=1, predict the reactants needed to synthesize it. The reactants are: [NH2:1][C:2]1[CH:7]=[CH:6][C:5]([OH:8])=[CH:4][CH:3]=1.[CH2:9]([C:17]1[CH:22]=[CH:21][C:20]([C:23]2[CH:28]=[CH:27][C:26]([C:29](O)=[O:30])=[CH:25][CH:24]=2)=[CH:19][CH:18]=1)[CH2:10][CH2:11][CH2:12][CH2:13][CH2:14][CH2:15][CH3:16].